The task is: Predict the reactants needed to synthesize the given product.. This data is from Full USPTO retrosynthesis dataset with 1.9M reactions from patents (1976-2016). (1) Given the product [Cl:1][C:2]1[CH:3]=[CH:4][C:5]([N+:20]([O-:22])=[O:21])=[C:6]([N:8]2[C:13]([C:15]([O:17][CH2:18][CH3:19])=[O:16])=[N:12][C:10]([CH3:11])=[N:9]2)[CH:7]=1, predict the reactants needed to synthesize it. The reactants are: [Cl:1][C:2]1[CH:3]=[CH:4][C:5]([N+:20]([O-:22])=[O:21])=[C:6]([NH:8]/[N:9]=[C:10](\[NH:12][C:13]([C:15]([O:17][CH2:18][CH3:19])=[O:16])=O)/[CH3:11])[CH:7]=1. (2) The reactants are: [C:1]([O:5][C:6](=[O:20])[NH:7][CH2:8][CH2:9][CH2:10][O:11][C:12]1[CH:17]=[C:16](Br)[CH:15]=[C:14](Br)[CH:13]=1)([CH3:4])([CH3:3])[CH3:2].[CH3:21][Si:22]([C:25]#[CH:26])([CH3:24])[CH3:23].C(N([CH2:32][CH3:33])CC)C.N#N.[Al]. Given the product [C:1]([O:5][C:6](=[O:20])[NH:7][CH2:8][CH2:9][CH2:10][O:11][C:12]1[CH:17]=[C:16]([C:26]#[C:25][Si:22]([CH3:24])([CH3:23])[CH3:21])[CH:15]=[C:14]([C:33]#[C:32][Si:22]([CH3:24])([CH3:23])[CH3:21])[CH:13]=1)([CH3:4])([CH3:3])[CH3:2], predict the reactants needed to synthesize it. (3) Given the product [OH:22][C:20]([CH3:23])([CH3:21])[CH2:19][NH:18][C:10]([C:7]1[CH:6]=[C:5]([O:13][CH2:14][CH:15]2[CH2:17][CH2:16]2)[C:4]([CH:1]2[CH2:2][CH2:3]2)=[CH:9][N:8]=1)=[O:12], predict the reactants needed to synthesize it. The reactants are: [CH:1]1([C:4]2[C:5]([O:13][CH2:14][CH:15]3[CH2:17][CH2:16]3)=[CH:6][C:7]([C:10]([OH:12])=O)=[N:8][CH:9]=2)[CH2:3][CH2:2]1.[NH2:18][CH2:19][C:20]([CH3:23])([OH:22])[CH3:21]. (4) Given the product [CH3:73][O:72][C:70](=[O:71])[CH2:69][O:68][C:67]1[CH:74]=[CH:75][C:64]([NH:63][C:30]([C@@H:20]2[NH:19][C@@H:18]([CH2:33][C:34]([CH3:36])([CH3:37])[CH3:35])[C@:17]3([C:12]4[C:13](=[CH:14][C:9]([Cl:8])=[CH:10][CH:11]=4)[NH:15][C:16]3=[O:38])[C@H:21]2[C:22]2[CH:27]=[CH:26][CH:25]=[C:24]([Cl:28])[C:23]=2[F:29])=[O:32])=[CH:65][CH:66]=1, predict the reactants needed to synthesize it. The reactants are: FC(F)(F)C(O)=O.[Cl:8][C:9]1[CH:14]=[C:13]2[NH:15][C:16](=[O:38])[C:17]3([CH:21]([C:22]4[CH:27]=[CH:26][CH:25]=[C:24]([Cl:28])[C:23]=4[F:29])[CH:20]([C:30]([OH:32])=O)[NH:19][CH:18]3[CH2:33][C:34]([CH3:37])([CH3:36])[CH3:35])[C:12]2=[CH:11][CH:10]=1.C(N(C(C)C)CC)(C)C.C1(P(Cl)(C2C=CC=CC=2)=O)C=CC=CC=1.[NH2:63][C:64]1[CH:75]=[CH:74][C:67]([O:68][CH2:69][C:70]([O:72][CH3:73])=[O:71])=[CH:66][CH:65]=1. (5) Given the product [F:14][C:13]([F:15])([F:16])[C:10]1[CH:11]=[CH:12][C:7]([NH:6][CH2:5][C:4]([OH:17])=[O:3])=[CH:8][CH:9]=1, predict the reactants needed to synthesize it. The reactants are: C([O:3][C:4](=[O:17])[CH2:5][NH:6][C:7]1[CH:12]=[CH:11][C:10]([C:13]([F:16])([F:15])[F:14])=[CH:9][CH:8]=1)C.CO.O1CCCC1.O.[OH-].[Li+]. (6) Given the product [CH3:17][O:3][C:4]1[CH:5]=[C:6]([NH:10][C:11](=[O:16])[C:12]([CH3:13])([CH3:15])[CH3:14])[CH:7]=[CH:8][CH:9]=1, predict the reactants needed to synthesize it. The reactants are: CI.[OH:3][C:4]1[CH:5]=[C:6]([NH:10][C:11](=[O:16])[C:12]([CH3:15])([CH3:14])[CH3:13])[CH:7]=[CH:8][CH:9]=1.[C:17](=O)([O-])[O-].[K+].[K+]. (7) Given the product [CH3:2][O:14][C:13](=[O:15])[C:12]1[CH:16]=[C:17]([N+:18]([O-:20])=[O:19])[C:9]([NH2:8])=[C:10]([F:22])[C:11]=1[F:21], predict the reactants needed to synthesize it. The reactants are: [Si](C=[N+]=[N-])(C)(C)[CH3:2].[NH2:8][C:9]1[C:17]([N+:18]([O-:20])=[O:19])=[CH:16][C:12]([C:13]([OH:15])=[O:14])=[C:11]([F:21])[C:10]=1[F:22].CO. (8) Given the product [C:4]1([OH:7])[CH:5]=[CH:6][CH:1]=[CH:2][CH:3]=1.[CH:1]1[CH:6]=[CH:5][C:4]([O-:7])=[CH:3][CH:2]=1.[Na+:8], predict the reactants needed to synthesize it. The reactants are: [CH:1]1[CH:6]=[CH:5][C:4]([O-:7])=[CH:3][CH:2]=1.[Na+:8]. (9) Given the product [Br:1][C:2]1[CH:3]=[C:4]2[C:8](=[CH:9][CH:10]=1)[CH2:7][NH:6][CH2:5]2, predict the reactants needed to synthesize it. The reactants are: [Br:1][C:2]1[CH:3]=[C:4]2[C:8](=[CH:9][CH:10]=1)[C:7](=O)[NH:6][C:5]2=O.CSC.B. (10) Given the product [CH3:36][O:35][CH2:34][CH2:33][C:18]1[C:17]([CH2:15][OH:14])=[CH:22][N:21]=[C:20]([C:23]2[CH:24]=[N:25][C:26]([C:29]([F:32])([F:30])[F:31])=[CH:27][CH:28]=2)[N:19]=1, predict the reactants needed to synthesize it. The reactants are: CC(C[AlH]CC(C)C)C.C(=O)=O.C[O:14][C:15]([C:17]1[C:18]([CH2:33][CH2:34][O:35][CH3:36])=[N:19][C:20]([C:23]2[CH:24]=[N:25][C:26]([C:29]([F:32])([F:31])[F:30])=[CH:27][CH:28]=2)=[N:21][CH:22]=1)=O.C(OC(C1C(CCOC)=NC(C2C=NC(C(F)(F)F)=CC=2)=NC=1)=O)C.OS([O-])(=O)=O.[K+].